From a dataset of Forward reaction prediction with 1.9M reactions from USPTO patents (1976-2016). Predict the product of the given reaction. (1) Given the reactants [Br:1][C:2]1[CH:11]=[CH:10][C:5]2[N:6]=[C:7]([NH2:9])[S:8][C:4]=2[CH:3]=1.[CH2:12]([N:14]=[C:15]=[O:16])[CH3:13].C(N(CC)CC)C, predict the reaction product. The product is: [Br:1][C:2]1[CH:11]=[CH:10][C:5]2[N:6]=[C:7]([NH:9][C:15]([NH:14][CH2:12][CH3:13])=[O:16])[S:8][C:4]=2[CH:3]=1. (2) Given the reactants [CH3:1][O:2][C:3]1[C:8]2[O:9][CH2:10][O:11][C:7]=2[CH:6]=[C:5]([CH2:12]O)[CH:4]=1.C([O-])(O)=O.[Na+].O=S(Cl)[Cl:21], predict the reaction product. The product is: [Cl:21][CH2:12][C:5]1[CH:4]=[C:3]([O:2][CH3:1])[C:8]2[O:9][CH2:10][O:11][C:7]=2[CH:6]=1. (3) Given the reactants [NH2:1][C:2]1[CH:3]=[C:4]([CH:16]=[CH:17][C:18]=1[Cl:19])[C:5]([NH:7][C@H:8]([C:10]1[CH:15]=[CH:14][CH:13]=[CH:12][CH:11]=1)[CH3:9])=[O:6].C(N(C(C)C)C(C)C)C.Cl[C:30](=[O:36])[CH2:31][C:32]([O:34][CH3:35])=[O:33], predict the reaction product. The product is: [CH3:35][O:34][C:32](=[O:33])[CH2:31][C:30]([NH:1][C:2]1[CH:3]=[C:4]([C:5](=[O:6])[NH:7][C@H:8]([C:10]2[CH:15]=[CH:14][CH:13]=[CH:12][CH:11]=2)[CH3:9])[CH:16]=[CH:17][C:18]=1[Cl:19])=[O:36]. (4) Given the reactants [CH3:1][C:2]1[N:7]=[C:6]([N:8]2[CH2:13][CH2:12][C:11](=[CH:14][C:15]#[CH:16])[CH2:10][CH2:9]2)[C:5]([N+:17]([O-:19])=[O:18])=[CH:4][CH:3]=1.C[Si](C)(C)C#CC=C1CCNCC1.Br[C:34]1[CH:35]=[C:36]([C:40]2[O:44][N:43]=[C:42]([CH3:45])[N:41]=2)[CH:37]=[CH:38][CH:39]=1.O.[F-].C([N+](CCCC)(CCCC)CCCC)CCC, predict the reaction product. The product is: [CH3:1][C:2]1[N:7]=[C:6]([N:8]2[CH2:13][CH2:12][C:11](=[CH:14][C:15]#[C:16][C:38]3[CH:39]=[CH:34][CH:35]=[C:36]([C:40]4[O:44][N:43]=[C:42]([CH3:45])[N:41]=4)[CH:37]=3)[CH2:10][CH2:9]2)[C:5]([N+:17]([O-:19])=[O:18])=[CH:4][CH:3]=1.